This data is from NCI-60 drug combinations with 297,098 pairs across 59 cell lines. The task is: Regression. Given two drug SMILES strings and cell line genomic features, predict the synergy score measuring deviation from expected non-interaction effect. (1) Drug 1: C1=CC=C(C=C1)NC(=O)CCCCCCC(=O)NO. Drug 2: C1CCC(C(C1)N)N.C(=O)(C(=O)[O-])[O-].[Pt+4]. Synergy scores: CSS=21.7, Synergy_ZIP=-9.25, Synergy_Bliss=-1.03, Synergy_Loewe=-6.95, Synergy_HSA=-2.47. Cell line: SNB-19. (2) Drug 1: CC1=C2C(C(=O)C3(C(CC4C(C3C(C(C2(C)C)(CC1OC(=O)C(C(C5=CC=CC=C5)NC(=O)C6=CC=CC=C6)O)O)OC(=O)C7=CC=CC=C7)(CO4)OC(=O)C)O)C)OC(=O)C. Drug 2: C(CC(=O)O)C(=O)CN.Cl. Cell line: SF-295. Synergy scores: CSS=16.8, Synergy_ZIP=-6.89, Synergy_Bliss=-0.0869, Synergy_Loewe=-2.60, Synergy_HSA=2.20. (3) Drug 1: CC12CCC3C(C1CCC2=O)CC(=C)C4=CC(=O)C=CC34C. Drug 2: C(CCl)NC(=O)N(CCCl)N=O. Cell line: A549. Synergy scores: CSS=17.6, Synergy_ZIP=2.38, Synergy_Bliss=4.71, Synergy_Loewe=-7.87, Synergy_HSA=2.33. (4) Drug 2: C1C(C(OC1N2C=NC(=NC2=O)N)CO)O. Cell line: SF-268. Drug 1: CCCCC(=O)OCC(=O)C1(CC(C2=C(C1)C(=C3C(=C2O)C(=O)C4=C(C3=O)C=CC=C4OC)O)OC5CC(C(C(O5)C)O)NC(=O)C(F)(F)F)O. Synergy scores: CSS=36.5, Synergy_ZIP=-2.43, Synergy_Bliss=0.914, Synergy_Loewe=-0.414, Synergy_HSA=-0.384.